This data is from Reaction yield outcomes from USPTO patents with 853,638 reactions. The task is: Predict the reaction yield, written as a fraction of the theoretical maximum amount of product (1.0 means a 100% yield; for example, 0.34 means a 34% yield). (1) The reactants are C([N:8]1[CH2:13][CH2:12][N:11]([C:14]2[CH:19]=[CH:18][C:17]([NH:20][C:21]3[N:22]=[CH:23][C:24]4[CH:29]=[CH:28][N:27]([CH2:30][C:31]5[C:32]([N:37]([CH3:42])[S:38]([CH3:41])(=[O:40])=[O:39])=[N:33][CH:34]=[CH:35][CH:36]=5)[C:25]=4[N:26]=3)=[CH:16][CH:15]=2)[CH2:10][CH:9]1[CH2:43][F:44])C1C=CC=CC=1.C([O-])=O.[NH4+]. The catalyst is CO.[Pd]. The product is [F:44][CH2:43][CH:9]1[NH:8][CH2:13][CH2:12][N:11]([C:14]2[CH:19]=[CH:18][C:17]([NH:20][C:21]3[N:22]=[CH:23][C:24]4[CH:29]=[CH:28][N:27]([CH2:30][C:31]5[C:32]([N:37]([CH3:42])[S:38]([CH3:41])(=[O:40])=[O:39])=[N:33][CH:34]=[CH:35][CH:36]=5)[C:25]=4[N:26]=3)=[CH:16][CH:15]=2)[CH2:10]1. The yield is 0.355. (2) The reactants are [F:1][C:2]1[CH:7]=[CH:6][C:5]([O:8][CH3:9])=[CH:4][C:3]=1[C:10]1[CH:15]=[CH:14][C:13]([C:16]([O:18][CH3:19])=[O:17])=[CH:12][C:11]=1[N+:20]([O-])=O.C(O)(=O)C.COCCOC.[Sn](Cl)Cl. The product is [NH2:20][C:11]1[CH:12]=[C:13]([C:16]([O:18][CH3:19])=[O:17])[CH:14]=[CH:15][C:10]=1[C:3]1[CH:4]=[C:5]([O:8][CH3:9])[CH:6]=[CH:7][C:2]=1[F:1]. The yield is 1.00. The catalyst is O.CCO. (3) The reactants are [CH:1]([C:4]1[CH:9]=[C:8]([O:10][CH3:11])[C:7]([N:12]2[CH2:17][CH2:16][NH:15][CH2:14][CH2:13]2)=[CH:6][C:5]=1[OH:18])([CH3:3])[CH3:2].C(N(CC)CC)C.[CH3:26][S:27](Cl)(=[O:29])=[O:28]. The catalyst is ClCCl. The product is [CH:1]([C:4]1[CH:9]=[C:8]([O:10][CH3:11])[C:7]([N:12]2[CH2:13][CH2:14][N:15]([S:27]([CH3:26])(=[O:29])=[O:28])[CH2:16][CH2:17]2)=[CH:6][C:5]=1[OH:18])([CH3:3])[CH3:2]. The yield is 0.160. (4) The reactants are [F:1][C:2]([F:32])([F:31])[C:3]1[CH:26]=[C:25]([C:27]([F:30])([F:29])[F:28])[CH:24]=[CH:23][C:4]=1[CH2:5][O:6][C:7]1[CH:12]=[CH:11][C:10](/[CH:13]=[C:14]2/[C:15](=S)[NH:16][C:17](=[O:19])[S:18]/2)=[CH:9][C:8]=1[O:21][CH3:22].[NH3:33].CO. The catalyst is CO. The product is [NH2:33][C:15]1=[N:16][C:17](=[O:19])[S:18]/[C:14]/1=[CH:13]\[C:10]1[CH:11]=[CH:12][C:7]([O:6][CH2:5][C:4]2[CH:23]=[CH:24][C:25]([C:27]([F:28])([F:30])[F:29])=[CH:26][C:3]=2[C:2]([F:1])([F:32])[F:31])=[C:8]([O:21][CH3:22])[CH:9]=1. The yield is 0.620.